Predict the reactants needed to synthesize the given product. From a dataset of Full USPTO retrosynthesis dataset with 1.9M reactions from patents (1976-2016). (1) Given the product [Br:1][C:2]1[CH:3]=[N:4][C:5]2[N:6]([N:8]=[C:9]([C:11]([N:26]3[CH2:25][CH:24]=[C:23]([C:19]4[CH:20]=[CH:21][CH:22]=[C:17]([N+:14]([O-:16])=[O:15])[CH:18]=4)[CH2:28][CH2:27]3)=[O:13])[CH:10]=2)[CH:7]=1, predict the reactants needed to synthesize it. The reactants are: [Br:1][C:2]1[CH:3]=[N:4][C:5]2[N:6]([N:8]=[C:9]([C:11]([OH:13])=O)[CH:10]=2)[CH:7]=1.[N+:14]([C:17]1[CH:18]=[C:19]([C:23]2[CH2:24][CH2:25][NH:26][CH2:27][CH:28]=2)[CH:20]=[CH:21][CH:22]=1)([O-:16])=[O:15]. (2) Given the product [C:42]([CH2:44][C:45]([N:4]1[CH2:5][CH2:6][C@H:7]([O:8][C:9]2[CH:16]=[CH:15][C:14]([C:17]3[N:22]=[C:21]([NH:23][C:24]4[CH:29]=[CH:28][C:27]([N:30]5[CH2:35][CH2:34][N:33]([CH:36]6[CH2:39][O:38][CH2:37]6)[CH2:32][CH2:31]5)=[C:26]([O:40][CH3:41])[CH:25]=4)[N:20]=[CH:19][N:18]=3)=[CH:13][C:10]=2[C:11]#[N:12])[C@H:2]([F:1])[CH2:3]1)=[O:46])#[N:43], predict the reactants needed to synthesize it. The reactants are: [F:1][C@H:2]1[C@@H:7]([O:8][C:9]2[CH:16]=[CH:15][C:14]([C:17]3[N:22]=[C:21]([NH:23][C:24]4[CH:29]=[CH:28][C:27]([N:30]5[CH2:35][CH2:34][N:33]([CH:36]6[CH2:39][O:38][CH2:37]6)[CH2:32][CH2:31]5)=[C:26]([O:40][CH3:41])[CH:25]=4)[N:20]=[CH:19][N:18]=3)=[CH:13][C:10]=2[C:11]#[N:12])[CH2:6][CH2:5][NH:4][CH2:3]1.[C:42]([CH2:44][C:45](O)=[O:46])#[N:43].C(N(CC)C(C)C)(C)C.CN(C(ON1N=NC2C=CC=NC1=2)=[N+](C)C)C.F[P-](F)(F)(F)(F)F.